Dataset: Full USPTO retrosynthesis dataset with 1.9M reactions from patents (1976-2016). Task: Predict the reactants needed to synthesize the given product. (1) Given the product [NH:1]([C:31]([O:33][C:34]([CH3:37])([CH3:36])[CH3:35])=[O:32])[C@@H:2]([C:13]([NH:15][C@H:16]([C:27]([O:29][CH3:30])=[O:28])[CH2:17][C:18]1[CH:23]=[CH:22][C:21]([NH2:24])=[CH:20][CH:19]=1)=[O:14])[CH2:3][C:4]1[CH:9]=[CH:8][C:7]([NH2:10])=[CH:6][CH:5]=1, predict the reactants needed to synthesize it. The reactants are: [NH:1]([C:31]([O:33][C:34]([CH3:37])([CH3:36])[CH3:35])=[O:32])[C@@H:2]([C:13]([NH:15][C@H:16]([C:27]([O:29][CH3:30])=[O:28])[CH2:17][C:18]1[CH:23]=[CH:22][C:21]([N+:24]([O-])=O)=[CH:20][CH:19]=1)=[O:14])[CH2:3][C:4]1[CH:9]=[CH:8][C:7]([N+:10]([O-])=O)=[CH:6][CH:5]=1. (2) Given the product [C:40]([N:12]1[CH2:11][C:10]2[C:15](=[CH:16][CH:17]=[C:18]3[C:9]=2[N:8]=[C:7]([CH2:6][C:5]2[CH:4]=[CH:3][C:2]([Cl:1])=[CH:26][CH:25]=2)[C:20]([OH:21])=[C:19]3[C:22]([OH:24])=[O:23])[CH2:14][CH2:13]1)(=[O:38])[NH2:41], predict the reactants needed to synthesize it. The reactants are: [Cl:1][C:2]1[CH:26]=[CH:25][C:5]([CH2:6][C:7]2[C:20]([OH:21])=[C:19]([C:22]([OH:24])=[O:23])[C:18]3[C:9](=[C:10]4[C:15](=[CH:16][CH:17]=3)[CH2:14][CH2:13][NH:12][CH2:11]4)[N:8]=2)=[CH:4][CH:3]=1.C(O)(=O)C.C(N(CC)CC)C.[O:38]([C:40]#[N:41])[K].N1C=CC=CC=1. (3) Given the product [OH:8][CH2:9][CH2:10][CH2:11][C@@H:12]([NH:16][C:17](=[O:23])[O:18][C:19]([CH3:22])([CH3:21])[CH3:20])[CH2:13][CH2:14][CH3:15], predict the reactants needed to synthesize it. The reactants are: [Si]([O:8][CH2:9][CH2:10][CH2:11][C@@H:12]([NH:16][C:17](=[O:23])[O:18][C:19]([CH3:22])([CH3:21])[CH3:20])[CH2:13][CH2:14][CH3:15])(C(C)(C)C)(C)C.CCCC[N+](CCCC)(CCCC)CCCC.[F-].[NH4+].[Cl-]. (4) The reactants are: Br[C:2]1[CH:7]=[CH:6][C:5]([C@H:8]([NH:12][C@H:13]([C:19]([NH:21][C:22]2([C:25]#[N:26])[CH2:24][CH2:23]2)=[O:20])[CH2:14][C:15]([F:18])([CH3:17])[CH3:16])[CH:9]([F:11])[F:10])=[CH:4][CH:3]=1.CC1(C)C(C)(C)OB([C:35]2[CH:40]=[CH:39][C:38]([C:41]3([C:44]([NH2:46])=[O:45])[CH2:43][CH2:42]3)=[CH:37][CH:36]=2)O1.C(=O)([O-])[O-].[Na+].[Na+].ClCCl. Given the product [NH2:46][C:44]([C:41]1([C:38]2[CH:39]=[CH:40][C:35]([C:2]3[CH:7]=[CH:6][C:5]([C@H:8]([NH:12][C@H:13]([C:19]([NH:21][C:22]4([C:25]#[N:26])[CH2:23][CH2:24]4)=[O:20])[CH2:14][C:15]([F:18])([CH3:16])[CH3:17])[CH:9]([F:11])[F:10])=[CH:4][CH:3]=3)=[CH:36][CH:37]=2)[CH2:42][CH2:43]1)=[O:45], predict the reactants needed to synthesize it. (5) Given the product [F:1][C:2]1[CH:7]=[CH:6][C:5]([N:8]2[C:12]([C:13]3[CH:23]=[CH:22][C:16]4[O:17][CH2:18][C:19](=[O:21])[NH:20][C:15]=4[CH:14]=3)=[CH:11][C:10]([CH2:24][OH:25])=[N:9]2)=[CH:4][CH:3]=1, predict the reactants needed to synthesize it. The reactants are: [F:1][C:2]1[CH:7]=[CH:6][C:5]([N:8]2[C:12]([C:13]3[CH:23]=[CH:22][C:16]4[O:17][CH2:18][C:19](=[O:21])[NH:20][C:15]=4[CH:14]=3)=[CH:11][C:10]([C:24](OCC)=[O:25])=[N:9]2)=[CH:4][CH:3]=1.[H-].[Al+3].[Li+].[H-].[H-].[H-]. (6) Given the product [C:12]12([CH2:19][O:20][C:21]3[CH:22]=[C:23]([CH:24]([OH:25])[CH2:2][C:1]#[N:3])[CH:26]=[CH:27][CH:28]=3)[O:18][CH:17]1[CH2:16][CH2:15][CH2:14][CH2:13]2, predict the reactants needed to synthesize it. The reactants are: [C:1](#[N:3])[CH3:2].[Li+].CC([N-]C(C)C)C.[C:12]12([CH2:19][O:20][C:21]3[CH:22]=[C:23]([CH:26]=[CH:27][CH:28]=3)[CH:24]=[O:25])[O:18][CH:17]1[CH2:16][CH2:15][CH2:14][CH2:13]2.C(#N)C.[Li]. (7) Given the product [CH2:1]([N:8]1[CH2:17][CH2:16][C:15]2[CH:14]=[C:13]([Cl:21])[N:12]=[N:11][C:10]=2[CH2:9]1)[C:2]1[CH:7]=[CH:6][CH:5]=[CH:4][CH:3]=1, predict the reactants needed to synthesize it. The reactants are: [CH2:1]([N:8]1[CH2:17][CH2:16][C:15]2[CH:14]=[C:13](O)[N:12]=[N:11][C:10]=2[CH2:9]1)[C:2]1[CH:7]=[CH:6][CH:5]=[CH:4][CH:3]=1.O=P(Cl)(Cl)[Cl:21].C([O-])(O)=O.[Na+].